Dataset: Forward reaction prediction with 1.9M reactions from USPTO patents (1976-2016). Task: Predict the product of the given reaction. (1) The product is: [F:40][C:41]([F:46])([F:45])[C:42]([OH:44])=[O:43].[NH2:100][CH:97]1[CH2:98][CH2:99][CH:94]([NH:101][C:2]2[N:10]=[C:9]3[C:5]([N:6]=[CH:7][N:8]3[C@@H:11]3[CH2:15][C@H:14]([N:16]4[CH:20]=[C:19]([CH2:21][CH3:22])[CH:18]=[N:17]4)[C@@H:13]([OH:23])[C@H:12]3[OH:24])=[C:4]([NH:25][CH2:26][CH:27]([C:28]3[CH:33]=[CH:32][CH:31]=[CH:30][CH:29]=3)[C:34]3[CH:35]=[CH:36][CH:37]=[CH:38][CH:39]=3)[N:3]=2)[CH2:95][CH2:96]1. Given the reactants Cl[C:2]1[N:10]=[C:9]2[C:5]([N:6]=[CH:7][N:8]2[C@@H:11]2[CH2:15][C@H:14]([N:16]3[CH:20]=[C:19]([CH2:21][CH3:22])[CH:18]=[N:17]3)[C@@H:13]([OH:23])[C@H:12]2[OH:24])=[C:4]([NH:25][CH2:26][CH:27]([C:34]2[CH:39]=[CH:38][CH:37]=[CH:36][CH:35]=2)[C:28]2[CH:33]=[CH:32][CH:31]=[CH:30][CH:29]=2)[N:3]=1.[F:40][C:41]([F:46])([F:45])[C:42]([OH:44])=[O:43].C1(C(C2C=CC=CC=2)CNC2N=C(NCCN3CCCCC3)N=C3C=2N=CN3[C@@H]2C[C@H](N3C=C(CO)C=N3)[C@@H](O)[C@H]2O)C=CC=CC=1.[CH:94]1([NH2:101])[CH2:99][CH2:98][CH:97]([NH2:100])[CH2:96][CH2:95]1, predict the reaction product. (2) The product is: [CH3:22][C:23]1[N:31]=[CH:30][CH:29]=[CH:28][C:24]=1[C:25]([NH:1][C:2]1[CH:3]=[C:4]2[C:20](=[O:21])[NH:19][N:18]=[CH:17][C:6]3=[C:7]([C:11]4[CH:12]=[CH:13][CH:14]=[CH:15][CH:16]=4)[NH:8][C:9]([CH:10]=1)=[C:5]23)=[O:26]. Given the reactants [NH2:1][C:2]1[CH:3]=[C:4]2[C:20](=[O:21])[NH:19][N:18]=[CH:17][C:6]3=[C:7]([C:11]4[CH:16]=[CH:15][CH:14]=[CH:13][CH:12]=4)[NH:8][C:9]([CH:10]=1)=[C:5]23.[CH3:22][C:23]1[N:31]=[CH:30][CH:29]=[CH:28][C:24]=1[C:25](O)=[O:26].C(N(CC)CC)C.F[P-](F)(F)(F)(F)F.N1(OC(N(C)C)=[N+](C)C)C2N=CC=CC=2N=N1, predict the reaction product. (3) Given the reactants [NH:1]1[CH2:5][CH2:4][CH2:3][CH2:2]1.[Br:6][C:7]1[CH:14]=[CH:13][C:10]([CH2:11]Br)=[C:9]([F:15])[CH:8]=1, predict the reaction product. The product is: [Br:6][C:7]1[CH:14]=[CH:13][C:10]([CH2:11][N:1]2[CH2:5][CH2:4][CH2:3][CH2:2]2)=[C:9]([F:15])[CH:8]=1. (4) Given the reactants [CH:1]([C:4]1[C:5]2[N:6]([CH:16]=[C:17]([C:19]([OH:21])=[O:20])[N:18]=2)[CH:7]=[C:8]([C:10]2[CH:15]=[CH:14][CH:13]=[CH:12][CH:11]=2)[CH:9]=1)([CH3:3])[CH3:2].[Br:22]N1C(=O)CCC1=O, predict the reaction product. The product is: [Br:22][C:16]1[N:6]2[CH:7]=[C:8]([C:10]3[CH:15]=[CH:14][CH:13]=[CH:12][CH:11]=3)[CH:9]=[C:4]([CH:1]([CH3:3])[CH3:2])[C:5]2=[N:18][C:17]=1[C:19]([OH:21])=[O:20].